This data is from Full USPTO retrosynthesis dataset with 1.9M reactions from patents (1976-2016). The task is: Predict the reactants needed to synthesize the given product. (1) Given the product [CH:19]([N:12]1[C:13]2[N:14]=[CH:15][N:16]=[CH:17][C:18]=2[C:10]([C:8]([C:4]2[CH:3]=[C:2]([NH:1][C:29](=[O:30])[C:28]3[CH:32]=[CH:33][CH:34]=[C:26]([C:24](=[O:25])[C:23]([F:35])([F:36])[F:22])[CH:27]=3)[CH:7]=[N:6][CH:5]=2)=[O:9])=[CH:11]1)([CH3:21])[CH3:20], predict the reactants needed to synthesize it. The reactants are: [NH2:1][C:2]1[CH:3]=[C:4]([C:8]([C:10]2[C:18]3[CH:17]=[N:16][CH:15]=[N:14][C:13]=3[N:12]([CH:19]([CH3:21])[CH3:20])[CH:11]=2)=[O:9])[CH:5]=[N:6][CH:7]=1.[F:22][C:23]([F:36])([F:35])[C:24]([C:26]1[CH:27]=[C:28]([CH:32]=[CH:33][CH:34]=1)[C:29](O)=[O:30])=[O:25]. (2) Given the product [I:14][C:15]1[CH:16]=[C:17]([CH:20]=[CH:21][CH:22]=1)[CH2:18][N:10]1[CH:9]=[CH:8][CH:7]=[C:3]([C:4]([OH:6])=[O:5])[C:2]1=[O:1], predict the reactants needed to synthesize it. The reactants are: [OH:1][C:2]1[N:10]=[CH:9][CH:8]=[CH:7][C:3]=1[C:4]([OH:6])=[O:5].O.[OH-].[K+].[I:14][C:15]1[CH:16]=[C:17]([CH:20]=[CH:21][CH:22]=1)[CH2:18]Br. (3) Given the product [Cl:35][C:32]1[S:31][C:30]([S:27]([NH:26][C:25]([NH:1][C:2]2[CH:3]=[CH:4][C:5]([N:8]3[C:13](=[O:14])[C:12]4[CH:15]=[C:16]([F:21])[C:17]([NH:19][CH3:20])=[CH:18][C:11]=4[O:10][CH2:9]3)=[CH:6][CH:7]=2)=[O:24])(=[O:29])=[O:28])=[CH:34][CH:33]=1, predict the reactants needed to synthesize it. The reactants are: [NH2:1][C:2]1[CH:7]=[CH:6][C:5]([N:8]2[C:13](=[O:14])[C:12]3[CH:15]=[C:16]([F:21])[C:17]([NH:19][CH3:20])=[CH:18][C:11]=3[O:10][CH2:9]2)=[CH:4][CH:3]=1.C([O:24][C:25](=O)[NH:26][S:27]([C:30]1[S:31][C:32]([Cl:35])=[CH:33][CH:34]=1)(=[O:29])=[O:28])C. (4) Given the product [Cl:29][C:19]1[CH:20]=[CH:21][CH:22]=[CH:23][C:18]=1[C:17]([NH:16][C:13]1[CH:14]=[CH:15][C:7]2[CH:6]([CH:1]3[CH2:5][CH2:4][CH2:3][CH2:2]3)[O:10][B:9]([OH:11])[C:8]=2[CH:12]=1)=[O:28], predict the reactants needed to synthesize it. The reactants are: [CH:1]1([CH:6]2[O:10][B:9]([OH:11])[C:8]3[CH:12]=[C:13]([NH:16][C:17](=[O:28])[C:18]4[CH:23]=[CH:22][CH:21]=[CH:20][C:19]=4C(F)(F)F)[CH:14]=[CH:15][C:7]2=3)[CH2:5][CH2:4][CH2:3][CH2:2]1.[Cl:29]C1C=CC=CC=1C(Cl)=O. (5) Given the product [F:8][C:7]1[CH:6]=[C:5]([O:9][Si:20]([CH:24]([CH3:26])[CH3:25])([CH:21]([CH3:23])[CH3:22])[CH:17]([CH3:19])[CH3:18])[CH:4]=[C:3]([F:10])[C:2]=1[NH2:1], predict the reactants needed to synthesize it. The reactants are: [NH2:1][C:2]1[C:7]([F:8])=[CH:6][C:5]([OH:9])=[CH:4][C:3]=1[F:10].N1C=CN=C1.[Cl-].[CH:17]([SiH:20]([CH:24]([CH3:26])[CH3:25])[CH:21]([CH3:23])[CH3:22])([CH3:19])[CH3:18].